Dataset: Forward reaction prediction with 1.9M reactions from USPTO patents (1976-2016). Task: Predict the product of the given reaction. Given the reactants [Cl-].[NH4+].CC[N:5]=C=NCCCN(C)C.Cl.C1C=CC2N(O)N=NC=2C=1.C(N(C(C)C)CC)(C)C.[C:34]([O:38][C:39]([NH:41][C@H:42]1[CH2:47][CH2:46][CH2:45][CH2:44][C@H:43]1[NH:48][C:49]1[C:57]([F:58])=[CH:56][C:52]([C:53]([OH:55])=O)=[C:51]([NH:59][C:60]2[C:69]3[C:64](=[CH:65][CH:66]=[CH:67][CH:68]=3)[CH:63]=[N:62][CH:61]=2)[N:50]=1)=[O:40])([CH3:37])([CH3:36])[CH3:35], predict the reaction product. The product is: [NH2:5][C:53]([C:52]1[CH:56]=[C:57]([F:58])[C:49]([NH:48][C@H:43]2[CH2:44][CH2:45][CH2:46][CH2:47][C@H:42]2[NH:41][C:39](=[O:40])[O:38][C:34]([CH3:36])([CH3:37])[CH3:35])=[N:50][C:51]=1[NH:59][C:60]1[C:69]2[C:64](=[CH:65][CH:66]=[CH:67][CH:68]=2)[CH:63]=[N:62][CH:61]=1)=[O:55].